From a dataset of Full USPTO retrosynthesis dataset with 1.9M reactions from patents (1976-2016). Predict the reactants needed to synthesize the given product. (1) Given the product [Br:26][C:8]1[CH:9]=[C:2]([F:1])[C:3]([OH:10])=[C:4]([CH:7]=1)[CH:5]=[O:6], predict the reactants needed to synthesize it. The reactants are: [F:1][C:2]1[C:3]([OH:10])=[C:4]([CH:7]=[CH:8][CH:9]=1)[CH:5]=[O:6].CC#N.C([O-])(=O)C.[NH4+].C1C(=O)N([Br:26])C(=O)C1. (2) Given the product [CH:13]1([C:4]2[CH:5]=[C:6]([CH3:22])[C:7]([N+:9]([O-:11])=[O:10])=[CH:8][C:3]=2[OH:2])[CH2:17][CH2:16][CH2:15][CH2:14]1, predict the reactants needed to synthesize it. The reactants are: C(=O)(OC)[O:2][C:3]1[CH:8]=[C:7]([N+:9]([O-:11])=[O:10])[C:6](Br)=[CH:5][C:4]=1[CH:13]1[CH2:17][CH2:16][CH2:15][CH2:14]1.F[C:22](F)(F)[B].[K].C(=O)([O-])[O-].[Cs+].[Cs+].O1CCCC1. (3) Given the product [CH3:8][CH2:9][CH2:10][CH2:11][C:12]#[C:13][C:14]#[C:15][CH2:16][CH2:17][CH2:19][CH2:20][CH2:21][CH2:22][CH2:23][CH3:24], predict the reactants needed to synthesize it. The reactants are: C(N)CCC.[BH4-].[Na+].[CH:8]#[C:9][CH2:10][CH2:11][CH2:12][CH2:13][CH2:14][CH2:15][CH2:16][CH3:17].Br[C:19]#[C:20][CH2:21][CH2:22][CH2:23][CH3:24]. (4) The reactants are: C([O:3][CH:4](OCC)[CH2:5][NH:6][C:7]([C:9]1[S:17][C:16]2[C:11](=[N:12][CH:13]=[CH:14][C:15]=2[O:18][C:19]2[CH:24]=[CH:23][C:22]([NH:25][C:26]([NH:28][C:29]3[CH:34]=[C:33]([CH3:35])[CH:32]=[CH:31][C:30]=3[F:36])=[O:27])=[C:21]([F:37])[CH:20]=2)[CH:10]=1)=[O:8])C.Cl.O.C([O-])(O)=O.[Na+]. Given the product [F:37][C:21]1[CH:20]=[C:19]([CH:24]=[CH:23][C:22]=1[NH:25][C:26]([NH:28][C:29]1[CH:34]=[C:33]([CH3:35])[CH:32]=[CH:31][C:30]=1[F:36])=[O:27])[O:18][C:15]1[CH:14]=[CH:13][N:12]=[C:11]2[CH:10]=[C:9]([C:7]([NH:6][CH2:5][CH:4]=[O:3])=[O:8])[S:17][C:16]=12, predict the reactants needed to synthesize it. (5) Given the product [Cl:1][C:2]1[CH:3]=[C:4]([NH:16][C:17]2[C:26]3[C:21](=[CH:22][CH:23]=[CH:24][C:25]=3[O:27][CH2:28][C@H:29]3[CH2:34][O:33][CH2:32][CH2:31][N:30]3[C:39](=[O:38])[CH2:40][OH:41])[N:20]=[CH:19][N:18]=2)[CH:5]=[CH:6][C:7]=1[O:8][CH2:9][C:10]1[CH:15]=[CH:14][CH:13]=[CH:12][N:11]=1, predict the reactants needed to synthesize it. The reactants are: [Cl:1][C:2]1[CH:3]=[C:4]([NH:16][C:17]2[C:26]3[C:21](=[CH:22][CH:23]=[CH:24][C:25]=3[O:27][CH2:28][C@H:29]3[CH2:34][O:33][CH2:32][CH2:31][NH:30]3)[N:20]=[CH:19][N:18]=2)[CH:5]=[CH:6][C:7]=1[O:8][CH2:9][C:10]1[CH:15]=[CH:14][CH:13]=[CH:12][N:11]=1.C([O:38][CH2:39][C:40](Cl)=[O:41])(=O)C. (6) The reactants are: O[CH:2]([C:18]1[CH:27]=[CH:26][C:21]2[C:22](=[O:25])[O:23][CH2:24][C:20]=2[C:19]=1[CH3:28])[CH2:3][N:4]1[CH2:9][CH2:8][N:7](C(OC(C)(C)C)=O)[CH2:6][C:5]1=[O:17]. Given the product [CH3:28][C:19]1[C:20]2[CH2:24][O:23][C:22](=[O:25])[C:21]=2[CH:26]=[CH:27][C:18]=1[CH2:2][CH2:3][N:4]1[CH2:9][CH2:8][NH:7][CH2:6][C:5]1=[O:17], predict the reactants needed to synthesize it. (7) Given the product [C:12]([O:11][C:9](=[O:10])[N:28]([CH2:27][C:21]1[CH:22]=[C:23]([NH2:24])[CH:25]=[CH:26][C:20]=1[S:19][CH:16]([CH3:18])[CH3:17])[CH3:29])([CH3:13])([CH3:14])[CH3:15], predict the reactants needed to synthesize it. The reactants are: [C:9](O[C:9]([O:11][C:12]([CH3:15])([CH3:14])[CH3:13])=[O:10])([O:11][C:12]([CH3:15])([CH3:14])[CH3:13])=[O:10].[CH:16]([S:19][C:20]1[CH:26]=[CH:25][C:23]([NH2:24])=[CH:22][C:21]=1[CH2:27][NH:28][CH3:29])([CH3:18])[CH3:17].